Dataset: Reaction yield outcomes from USPTO patents with 853,638 reactions. Task: Predict the reaction yield, written as a fraction of the theoretical maximum amount of product (1.0 means a 100% yield; for example, 0.34 means a 34% yield). (1) The reactants are [N+:1]([C:4]1[C:9]([CH:10]=[CH2:11])=[CH:8][CH:7]=[CH:6][N:5]=1)([O-:3])=[O:2].[NH2:12][CH:13]1[CH2:18][CH2:17][N:16]([C:19]([O:21][C:22]([CH3:25])([CH3:24])[CH3:23])=[O:20])[CH2:15][CH2:14]1.C(N(CC)CC)C. The catalyst is C(O)C. The product is [N+:1]([C:4]1[C:9]([CH2:10][CH2:11][NH:12][CH:13]2[CH2:14][CH2:15][N:16]([C:19]([O:21][C:22]([CH3:25])([CH3:24])[CH3:23])=[O:20])[CH2:17][CH2:18]2)=[CH:8][CH:7]=[CH:6][N:5]=1)([O-:3])=[O:2]. The yield is 0.480. (2) The reactants are Br[C:2]1[CH:3]=[CH:4][C:5]2[S:9](=[O:11])(=[O:10])[N:8]([CH:12]3[CH2:17][CH2:16][NH:15][C:14](=[O:18])[CH2:13]3)[CH:7]([CH3:19])[C:6]=2[CH:20]=1.[F:21][C:22]1[CH:30]=[C:29]2[C:25]([C:26](B3OC(C)(C)C(C)(C)O3)=[CH:27][N:28]2[C:31]([O:33][C:34]([CH3:37])([CH3:36])[CH3:35])=[O:32])=[CH:24][CH:23]=1.C([O-])([O-])=O.[Cs+].[Cs+]. The catalyst is O1CCOCC1.O.C1C=CC(P(C2C=CC=CC=2)[C-]2C=CC=C2)=CC=1.C1C=CC(P(C2C=CC=CC=2)[C-]2C=CC=C2)=CC=1.Cl[Pd]Cl.[Fe+2]. The product is [F:21][C:22]1[CH:30]=[C:29]2[C:25]([C:26]([C:2]3[CH:3]=[CH:4][C:5]4[S:9](=[O:11])(=[O:10])[N:8]([CH:12]5[CH2:17][CH2:16][NH:15][C:14](=[O:18])[CH2:13]5)[CH:7]([CH3:19])[C:6]=4[CH:20]=3)=[CH:27][N:28]2[C:31]([O:33][C:34]([CH3:37])([CH3:36])[CH3:35])=[O:32])=[CH:24][CH:23]=1. The yield is 0.140. (3) The reactants are Cl.[Cl:2][C:3]1[CH:4]=[C:5]2[C:9](=[CH:10][CH:11]=1)[NH:8][CH:7]=[C:6]2[CH2:12][CH2:13][NH2:14].C1CN([P+](ON2N=NC3C=CC=CC2=3)(N2CCCC2)N2CCCC2)CC1.F[P-](F)(F)(F)(F)F.C(N(CC)C(C)C)(C)C.[C:57]([C:59]1[CH:64]=[CH:63][C:62]([N:65]2[CH2:69][CH2:68][CH:67]([C:70](O)=[O:71])[C:66]2=[O:73])=[CH:61][CH:60]=1)#[N:58]. The catalyst is CN(C=O)C. The product is [Cl:2][C:3]1[CH:4]=[C:5]2[C:9](=[CH:10][CH:11]=1)[NH:8][CH:7]=[C:6]2[CH2:12][CH2:13][NH:14][C:70]([CH:67]1[CH2:68][CH2:69][N:65]([C:62]2[CH:63]=[CH:64][C:59]([C:57]#[N:58])=[CH:60][CH:61]=2)[C:66]1=[O:73])=[O:71]. The yield is 0.0300. (4) The reactants are [NH2:1]C1SC2C=C([N+]([O-])=O)C=CC=2N=1.[C:14](Cl)(=[O:21])[C:15]1[CH:20]=[CH:19][CH:18]=[CH:17][CH:16]=1.O. The catalyst is N1C=CC=CC=1. The product is [C:14]([NH2:1])(=[O:21])[C:15]1[CH:20]=[CH:19][CH:18]=[CH:17][CH:16]=1. The yield is 0.860.